Predict the product of the given reaction. From a dataset of Forward reaction prediction with 1.9M reactions from USPTO patents (1976-2016). Given the reactants [CH2:1]([CH:3]([CH2:20][CH3:21])[CH:4]([NH2:19])[C:5]1[N:9]([CH2:10][C:11]2[CH:16]=[CH:15][C:14]([O:17][CH3:18])=[CH:13][CH:12]=2)[N:8]=[CH:7][CH:6]=1)[CH3:2].C(N(CC)CC)C.[Cl:29][C:30]1[S:34][C:33]([S:35](Cl)(=[O:37])=[O:36])=[CH:32][CH:31]=1, predict the reaction product. The product is: [Cl:29][C:30]1[S:34][C:33]([S:35]([NH:19][CH:4]([C:5]2[N:9]([CH2:10][C:11]3[CH:12]=[CH:13][C:14]([O:17][CH3:18])=[CH:15][CH:16]=3)[N:8]=[CH:7][CH:6]=2)[CH:3]([CH2:1][CH3:2])[CH2:20][CH3:21])(=[O:37])=[O:36])=[CH:32][CH:31]=1.